This data is from Full USPTO retrosynthesis dataset with 1.9M reactions from patents (1976-2016). The task is: Predict the reactants needed to synthesize the given product. (1) Given the product [OH:30][CH2:31][CH2:32][N:33]([CH2:34][CH2:35][OH:36])[CH2:2]/[CH:3]=[CH:4]/[CH2:5][O:6][CH2:7][C@H:8]1[CH2:13][CH2:12][C@H:11]([CH2:14][N:15]([CH3:29])[S:16]([C:19]2[CH:24]=[CH:23][C:22]([C:25]([F:28])([F:27])[F:26])=[CH:21][CH:20]=2)(=[O:18])=[O:17])[CH2:10][CH2:9]1, predict the reactants needed to synthesize it. The reactants are: Br[CH2:2]/[CH:3]=[CH:4]/[CH2:5][O:6][CH2:7][C@H:8]1[CH2:13][CH2:12][C@H:11]([CH2:14][N:15]([CH3:29])[S:16]([C:19]2[CH:24]=[CH:23][C:22]([C:25]([F:28])([F:27])[F:26])=[CH:21][CH:20]=2)(=[O:18])=[O:17])[CH2:10][CH2:9]1.[OH:30][CH2:31][CH2:32][NH:33][CH2:34][CH2:35][OH:36]. (2) Given the product [CH3:13][NH2+:14][CH3:15].[C:1]([O-:12])(=[O:11])[CH2:2][CH2:3][CH2:4][CH2:5][CH2:6][CH2:7][CH2:8][CH2:9][CH3:10], predict the reactants needed to synthesize it. The reactants are: [C:1]([OH:12])(=[O:11])[CH2:2][CH2:3][CH2:4][CH2:5][CH2:6][CH2:7][CH2:8][CH2:9][CH3:10].[CH3:13][NH:14][CH3:15]. (3) Given the product [CH2:29]([N:66]([CH2:65][CH2:64][O:63][Si:56]([C:59]([CH3:62])([CH3:61])[CH3:60])([CH3:58])[CH3:57])[C:51]1[N:50]=[C:49]2[NH:48][CH:47]=[C:46]([C:42]3[NH:43][N:44]=[CH:45][C:41]=3[C:35]3[CH:40]=[CH:39][CH:38]=[CH:37][CH:36]=3)[C:54]2=[CH:53][CH:52]=1)[C:28]1[CH:32]=[CH:33][CH:34]=[CH:26][CH:27]=1, predict the reactants needed to synthesize it. The reactants are: C1CN([P+](Br)(N2CCCC2)N2CCCC2)CC1.F[P-](F)(F)(F)(F)F.Cl[C:26]1[CH:27]=[C:28]([CH:32]=[CH:33][CH:34]=1)[C:29](O)=O.[C:35]1([C:41]2[CH:45]=[N:44][NH:43][C:42]=2[C:46]2[C:54]3[C:49](=[N+:50]([O-])[CH:51]=[CH:52][CH:53]=3)[NH:48][CH:47]=2)[CH:40]=[CH:39][CH:38]=[CH:37][CH:36]=1.[Si:56]([O:63][CH2:64][CH2:65][NH2:66])([C:59]([CH3:62])([CH3:61])[CH3:60])([CH3:58])[CH3:57]. (4) Given the product [Cl:12][C:8]1[CH:7]=[CH:6][N:5]=[C:4]2[C:9]=1[CH:10]=[CH:11][C:2]([C:18](=[O:20])[CH3:19])=[N:3]2, predict the reactants needed to synthesize it. The reactants are: Cl[C:2]1[CH:11]=[CH:10][C:9]2[C:4](=[N:5][CH:6]=[CH:7][C:8]=2[Cl:12])[N:3]=1.C([Sn](CCCC)(CCCC)[C:18]([O:20]CC)=[CH2:19])CCC.[OH-].[Na+]. (5) Given the product [CH3:14][C:15]1[CH:23]=[CH:22][CH:21]=[C:20]2[C:16]=1[CH:17]=[C:18]([C:24]([NH:1][C@H:2]1[CH2:6][CH2:5][NH:4][CH2:3]1)=[O:25])[NH:19]2, predict the reactants needed to synthesize it. The reactants are: [NH2:1][C@H:2]1[CH2:6][CH2:5][N:4](C(OC(C)(C)C)=O)[CH2:3]1.[CH3:14][C:15]1[CH:23]=[CH:22][CH:21]=[C:20]2[C:16]=1[CH:17]=[C:18]([C:24](O)=[O:25])[NH:19]2.N. (6) Given the product [NH2:26][C:25]1[C:20]([N:12]2[C:13]3[C:18](=[CH:17][CH:16]=[CH:15][CH:14]=3)[CH2:19][C@H:11]2[C:9]([N:4]2[CH2:5][C@H:6]([CH3:8])[CH2:7][C@H:2]([CH3:1])[CH2:3]2)=[O:10])=[N:21][CH:22]=[CH:23][CH:24]=1, predict the reactants needed to synthesize it. The reactants are: [CH3:1][C@H:2]1[CH2:7][C@@H:6]([CH3:8])[CH2:5][N:4]([C:9]([C@@H:11]2[CH2:19][C:18]3[C:13](=[CH:14][CH:15]=[CH:16][CH:17]=3)[N:12]2[C:20]2[C:25]([N+:26]([O-])=O)=[CH:24][CH:23]=[CH:22][N:21]=2)=[O:10])[CH2:3]1. (7) Given the product [CH3:1][O:2][C:3]([C:5]1[CH:10]=[C:9]([N:11]2[CH2:16][CH2:15][N:14]([C:17]([O:19][C:20]([CH3:23])([CH3:21])[CH3:22])=[O:18])[CH2:13][CH2:12]2)[N:8]=[C:7]([C:24]2[CH:29]=[CH:28][N:27]=[C:26]([F:30])[CH:25]=2)[C:6]=1[Br:36])=[O:4], predict the reactants needed to synthesize it. The reactants are: [CH3:1][O:2][C:3]([C:5]1[CH:10]=[C:9]([N:11]2[CH2:16][CH2:15][N:14]([C:17]([O:19][C:20]([CH3:23])([CH3:22])[CH3:21])=[O:18])[CH2:13][CH2:12]2)[N:8]=[C:7]([C:24]2[CH:29]=[CH:28][N:27]=[C:26]([F:30])[CH:25]=2)[CH:6]=1)=[O:4].CC([O-])=O.[K+].[Br:36]Br.[O-]S([O-])(=S)=O.[Na+].[Na+].C([O-])(O)=O.[Na+]. (8) Given the product [NH:18]1[C:17]2[CH:19]=[CH:20][CH:21]=[CH:22][C:16]=2[N:15]=[C:14]1[O:13][C:12]1[CH:11]=[CH:10][C:9]([C:27]2[N:28]([CH2:36][CH3:37])[N:29]=[C:30]3[CH:35]=[CH:34][CH:33]=[N:32][C:31]=23)=[CH:24][CH:23]=1, predict the reactants needed to synthesize it. The reactants are: CC1(C)C(C)(C)OB([C:9]2[CH:24]=[CH:23][C:12]([O:13][C:14]3[NH:18][C:17]4[CH:19]=[CH:20][CH:21]=[CH:22][C:16]=4[N:15]=3)=[CH:11][CH:10]=2)O1.Br[C:27]1[N:28]([CH2:36][CH3:37])[N:29]=[C:30]2[CH:35]=[CH:34][CH:33]=[N:32][C:31]=12.C(=O)([O-])[O-].[Cs+].[Cs+].COCCOC.O.